Dataset: PAMPA (Parallel Artificial Membrane Permeability Assay) permeability data from NCATS. Task: Regression/Classification. Given a drug SMILES string, predict its absorption, distribution, metabolism, or excretion properties. Task type varies by dataset: regression for continuous measurements (e.g., permeability, clearance, half-life) or binary classification for categorical outcomes (e.g., BBB penetration, CYP inhibition). Dataset: pampa_ncats. (1) The molecule is CCOC1=CC=C(C=C1)C2=NN=C(O2)SCC(=O)NCC3=CC=CC=C3Cl. The result is 0 (low-to-moderate permeability). (2) The drug is CC1=NC=C(C=C1)NS(=O)(=O)C2=CC=C(C=C2)NCC3=C(C(=CC=C3)OC)O. The result is 1 (high permeability). (3) The molecule is C1=CC=C2C(=C1)C(=NC(=N2)C3=CC=NC=C3)NC4=CC(=C(C=C4)C5=CC(=CC=C5)OC(F)F)F. The result is 1 (high permeability). (4) The result is 1 (high permeability). The molecule is CC1=C(C=C(C=C1)C2=NC3=CC=CC=C3C(=C2)C(=O)NC4=NC=CO4)C. (5) The molecule is CCOC1=C(C=C(C=C1)CCNC(=O)C2=CC=C(C=C2)C(=O)C3=CC=CC=C3)OCC. The result is 1 (high permeability). (6) The drug is CC1=NN2CCCN(C2=C1C3=CC=CC=C3OC4=CC=CC=C4)CC5=CC=CC=C5O. The result is 1 (high permeability). (7) The compound is C1=CC(=CN=C1)CNC(=O)CC2=CNC3=C2C=C(C=N3)C4=CC=C(C=C4)Cl. The result is 1 (high permeability). (8) The compound is CCN(CCN(C)C)C(=O)CNCC1=NC=CC(=C1)C(=O)OCC. The result is 1 (high permeability). (9) The molecule is CC1=CC2=C(C=C1C)OC3=C(C2=O)C(N(C3=O)CCCN4CCOCC4)C5=CC(=C(C=C5)O)OC. The result is 1 (high permeability). (10) The drug is CC1=CSC2=C1C(=O)N(C(=O)N2CC3=CC=CC=C3)O. The result is 1 (high permeability).